Task: Binary Classification. Given a drug SMILES string, predict its activity (active/inactive) in a high-throughput screening assay against a specified biological target.. Dataset: Choline transporter screen with 302,306 compounds (1) The compound is S(=O)(=O)(N(Cc1ccc(cc1)C(=O)NCCSc1ncccc1)c1cc(c(cc1)C)C)C. The result is 0 (inactive). (2) The molecule is s1c2c3c([nH]c(=O)c2cc1C(=O)NC(C)C)ccc(c3)C. The result is 0 (inactive). (3) The compound is S(=O)(=O)(N1CCN(CC1)C(=O)N1CCCCC1)c1ccccc1. The result is 0 (inactive). (4) The result is 0 (inactive). The molecule is O=C(N(CC(C)C)c1c(n(CCCC)c(=O)[nH]c1=O)N)CN1C(=O)c2c(C1=O)cccc2.